The task is: Predict the product of the given reaction.. This data is from Forward reaction prediction with 1.9M reactions from USPTO patents (1976-2016). (1) Given the reactants COC(C1C=C(O)C2C(=C(OCC3C=CC=CC=3)C=CC=2)N=1)=O.C[O:25][C:26]([C:28]1[CH:37]=[C:36]([OH:38])[C:35]2[C:30](=[C:31]([NH2:46])[CH:32]=[C:33]([CH2:39][CH2:40][CH2:41][CH2:42][CH2:43][C:44]#[N:45])[CH:34]=2)[N:29]=1)=[O:27], predict the reaction product. The product is: [C:44]([CH2:43][CH2:42][CH2:41][CH2:40][CH2:39][C:33]1[CH:34]=[C:35]2[C:30](=[C:31]([NH2:46])[CH:32]=1)[N:29]=[C:28]([C:26]([OH:27])=[O:25])[CH:37]=[C:36]2[OH:38])#[N:45]. (2) Given the reactants [N+:1]([C:4]1[CH:9]=[C:8]([N:10]2[CH:14]=[CH:13][CH:12]=[CH:11]2)[CH:7]=[CH:6][C:5]=1[NH2:15])([O-:3])=[O:2].[CH3:16][C:17]([O:20][C:21](O[C:21]([O:20][C:17]([CH3:19])([CH3:18])[CH3:16])=[O:22])=[O:22])([CH3:19])[CH3:18].C(O)(C(F)(F)F)=O, predict the reaction product. The product is: [C:17]([O:20][C:21](=[O:22])[NH:15][C:5]1[CH:6]=[CH:7][C:8]([N:10]2[CH:14]=[CH:13][CH:12]=[CH:11]2)=[CH:9][C:4]=1[N+:1]([O-:3])=[O:2])([CH3:19])([CH3:18])[CH3:16]. (3) Given the reactants C([O:8][C:9]1[C:10](=[O:20])[N:11]([CH2:17][O:18][CH3:19])[C:12]([CH3:16])=[N:13][C:14]=1[CH3:15])C1C=CC=CC=1.[H][H], predict the reaction product. The product is: [OH:8][C:9]1[C:10](=[O:20])[N:11]([CH2:17][O:18][CH3:19])[C:12]([CH3:16])=[N:13][C:14]=1[CH3:15]. (4) Given the reactants [Si]([O:8][C:9]1[CH:10]=[C:11]2[C:15](=[CH:16][CH:17]=1)[N:14]([CH:18]1[CH2:23][CH2:22][CH2:21][CH2:20][O:19]1)[N:13]=[C:12]2I)(C(C)(C)C)(C)C.C(N(CCCC)CCCC)CCC.C[C:39]1([CH3:48])[C:43]([CH3:45])([CH3:44])OB(C=C)O1.IC1C=[N:52][N:53]([CH2:55][CH2:56][O:57][CH:58]2[CH2:63][CH2:62][CH2:61][CH2:60][O:59]2)C=1.O.O.O.O.O.O.O.O.[OH-].[Ba+2].[OH-], predict the reaction product. The product is: [O:19]1[CH2:20][CH2:21][CH2:22][CH2:23][CH:18]1[N:14]1[C:15]2[C:11](=[CH:10][C:9]([OH:8])=[CH:17][CH:16]=2)[C:12](/[CH:48]=[CH:39]/[C:43]2[CH:44]=[N:52][N:53]([CH2:55][CH2:56][O:57][CH:58]3[CH2:63][CH2:62][CH2:61][CH2:60][O:59]3)[CH:45]=2)=[N:13]1. (5) Given the reactants [BH4-].[Na+].[CH3:3][C:4]1[CH:24]=[CH:23][C:7]([C:8]([NH:10][C:11]2[S:12][C:13]3[CH:19]=[C:18]([N+:20]([O-])=O)[CH:17]=[CH:16][C:14]=3[N:15]=2)=[O:9])=[CH:6][CH:5]=1.C(OC(C)C)(C)C, predict the reaction product. The product is: [NH2:20][C:18]1[CH:17]=[CH:16][C:14]2[N:15]=[C:11]([NH:10][C:8](=[O:9])[C:7]3[CH:6]=[CH:5][C:4]([CH3:3])=[CH:24][CH:23]=3)[S:12][C:13]=2[CH:19]=1.